From a dataset of NCI-60 drug combinations with 297,098 pairs across 59 cell lines. Regression. Given two drug SMILES strings and cell line genomic features, predict the synergy score measuring deviation from expected non-interaction effect. (1) Drug 1: C1CCC(C1)C(CC#N)N2C=C(C=N2)C3=C4C=CNC4=NC=N3. Drug 2: CC1C(C(=O)NC(C(=O)N2CCCC2C(=O)N(CC(=O)N(C(C(=O)O1)C(C)C)C)C)C(C)C)NC(=O)C3=C4C(=C(C=C3)C)OC5=C(C(=O)C(=C(C5=N4)C(=O)NC6C(OC(=O)C(N(C(=O)CN(C(=O)C7CCCN7C(=O)C(NC6=O)C(C)C)C)C)C(C)C)C)N)C. Cell line: MCF7. Synergy scores: CSS=9.70, Synergy_ZIP=12.5, Synergy_Bliss=20.2, Synergy_Loewe=19.0, Synergy_HSA=18.6. (2) Drug 1: CC1=C(C(CCC1)(C)C)C=CC(=CC=CC(=CC(=O)O)C)C. Drug 2: CCN(CC)CCCC(C)NC1=C2C=C(C=CC2=NC3=C1C=CC(=C3)Cl)OC. Cell line: K-562. Synergy scores: CSS=16.8, Synergy_ZIP=-4.17, Synergy_Bliss=-6.77, Synergy_Loewe=-22.9, Synergy_HSA=-9.31. (3) Synergy scores: CSS=23.1, Synergy_ZIP=-11.3, Synergy_Bliss=-6.96, Synergy_Loewe=-6.97, Synergy_HSA=-6.09. Cell line: K-562. Drug 2: CN(CCCl)CCCl.Cl. Drug 1: C1=CC(=CC=C1CCCC(=O)O)N(CCCl)CCCl. (4) Drug 1: CC1=C(C(CCC1)(C)C)C=CC(=CC=CC(=CC(=O)O)C)C. Drug 2: CC1C(C(CC(O1)OC2CC(CC3=C2C(=C4C(=C3O)C(=O)C5=C(C4=O)C(=CC=C5)OC)O)(C(=O)CO)O)N)O.Cl. Cell line: NCI-H322M. Synergy scores: CSS=20.5, Synergy_ZIP=0.414, Synergy_Bliss=0.693, Synergy_Loewe=-6.37, Synergy_HSA=-0.392. (5) Drug 1: CC1=C(C=C(C=C1)NC2=NC=CC(=N2)N(C)C3=CC4=NN(C(=C4C=C3)C)C)S(=O)(=O)N.Cl. Drug 2: CC1C(C(CC(O1)OC2CC(CC3=C2C(=C4C(=C3O)C(=O)C5=C(C4=O)C(=CC=C5)OC)O)(C(=O)C)O)N)O.Cl. Cell line: NCI-H322M. Synergy scores: CSS=16.2, Synergy_ZIP=7.36, Synergy_Bliss=12.0, Synergy_Loewe=4.49, Synergy_HSA=10.1. (6) Drug 1: CC1CCC2CC(C(=CC=CC=CC(CC(C(=O)C(C(C(=CC(C(=O)CC(OC(=O)C3CCCCN3C(=O)C(=O)C1(O2)O)C(C)CC4CCC(C(C4)OC)OCCO)C)C)O)OC)C)C)C)OC. Drug 2: CCC1(CC2CC(C3=C(CCN(C2)C1)C4=CC=CC=C4N3)(C5=C(C=C6C(=C5)C78CCN9C7C(C=CC9)(C(C(C8N6C)(C(=O)OC)O)OC(=O)C)CC)OC)C(=O)OC)O.OS(=O)(=O)O. Cell line: PC-3. Synergy scores: CSS=6.63, Synergy_ZIP=2.69, Synergy_Bliss=6.40, Synergy_Loewe=4.38, Synergy_HSA=3.02. (7) Drug 1: C1C(C(OC1N2C=C(C(=O)NC2=O)F)CO)O. Drug 2: C1=NC2=C(N=C(N=C2N1C3C(C(C(O3)CO)O)O)F)N. Cell line: SNB-19. Synergy scores: CSS=19.2, Synergy_ZIP=-10.6, Synergy_Bliss=-2.28, Synergy_Loewe=-4.24, Synergy_HSA=-0.246. (8) Drug 1: COC1=CC(=CC(=C1O)OC)C2C3C(COC3=O)C(C4=CC5=C(C=C24)OCO5)OC6C(C(C7C(O6)COC(O7)C8=CC=CS8)O)O. Drug 2: CN(CCCl)CCCl.Cl. Cell line: SR. Synergy scores: CSS=85.7, Synergy_ZIP=3.11, Synergy_Bliss=3.25, Synergy_Loewe=2.54, Synergy_HSA=5.88. (9) Drug 1: CC1C(C(CC(O1)OC2CC(CC3=C2C(=C4C(=C3O)C(=O)C5=C(C4=O)C(=CC=C5)OC)O)(C(=O)C)O)N)O.Cl. Drug 2: CCCS(=O)(=O)NC1=C(C(=C(C=C1)F)C(=O)C2=CNC3=C2C=C(C=N3)C4=CC=C(C=C4)Cl)F. Cell line: MOLT-4. Synergy scores: CSS=73.5, Synergy_ZIP=18.1, Synergy_Bliss=17.8, Synergy_Loewe=-33.7, Synergy_HSA=16.4.